From a dataset of NCI-60 drug combinations with 297,098 pairs across 59 cell lines. Regression. Given two drug SMILES strings and cell line genomic features, predict the synergy score measuring deviation from expected non-interaction effect. (1) Drug 1: CC1C(C(=O)NC(C(=O)N2CCCC2C(=O)N(CC(=O)N(C(C(=O)O1)C(C)C)C)C)C(C)C)NC(=O)C3=C4C(=C(C=C3)C)OC5=C(C(=O)C(=C(C5=N4)C(=O)NC6C(OC(=O)C(N(C(=O)CN(C(=O)C7CCCN7C(=O)C(NC6=O)C(C)C)C)C)C(C)C)C)N)C. Drug 2: CC1=C(N=C(N=C1N)C(CC(=O)N)NCC(C(=O)N)N)C(=O)NC(C(C2=CN=CN2)OC3C(C(C(C(O3)CO)O)O)OC4C(C(C(C(O4)CO)O)OC(=O)N)O)C(=O)NC(C)C(C(C)C(=O)NC(C(C)O)C(=O)NCCC5=NC(=CS5)C6=NC(=CS6)C(=O)NCCC[S+](C)C)O. Cell line: SK-MEL-2. Synergy scores: CSS=49.8, Synergy_ZIP=1.14, Synergy_Bliss=2.36, Synergy_Loewe=-0.989, Synergy_HSA=3.16. (2) Drug 1: C1CN1C2=NC(=NC(=N2)N3CC3)N4CC4. Drug 2: C1=C(C(=O)NC(=O)N1)N(CCCl)CCCl. Cell line: OVCAR-5. Synergy scores: CSS=29.1, Synergy_ZIP=-9.39, Synergy_Bliss=-1.53, Synergy_Loewe=-23.7, Synergy_HSA=0.902. (3) Drug 1: C1CCC(CC1)NC(=O)N(CCCl)N=O. Drug 2: CC1=CC2C(CCC3(C2CCC3(C(=O)C)OC(=O)C)C)C4(C1=CC(=O)CC4)C. Cell line: SN12C. Synergy scores: CSS=10.9, Synergy_ZIP=-1.29, Synergy_Bliss=2.26, Synergy_Loewe=-2.92, Synergy_HSA=2.47. (4) Drug 1: C1=CC(=CC=C1CC(C(=O)O)N)N(CCCl)CCCl.Cl. Drug 2: CCC1(C2=C(COC1=O)C(=O)N3CC4=CC5=C(C=CC(=C5CN(C)C)O)N=C4C3=C2)O.Cl. Cell line: NCIH23. Synergy scores: CSS=30.0, Synergy_ZIP=0.829, Synergy_Bliss=5.74, Synergy_Loewe=-1.66, Synergy_HSA=7.03. (5) Drug 1: CC1=C2C(C(=O)C3(C(CC4C(C3C(C(C2(C)C)(CC1OC(=O)C(C(C5=CC=CC=C5)NC(=O)C6=CC=CC=C6)O)O)OC(=O)C7=CC=CC=C7)(CO4)OC(=O)C)O)C)OC(=O)C. Drug 2: C(CC(=O)O)C(=O)CN.Cl. Cell line: NCI-H522. Synergy scores: CSS=8.24, Synergy_ZIP=-0.687, Synergy_Bliss=-4.90, Synergy_Loewe=-31.5, Synergy_HSA=-3.54.